Dataset: Catalyst prediction with 721,799 reactions and 888 catalyst types from USPTO. Task: Predict which catalyst facilitates the given reaction. (1) Product: [CH2:1]([O:8][C:9]1[CH:26]=[CH:25][C:24]2[C@@H:23]3[C@H:14]([C@H:15]4[C@@:19]([CH2:21][CH2:22]3)([CH3:20])[C@@H:18]([OH:27])[CH2:17][C@H:16]4[C:28]#[N:29])[CH2:13][CH2:12][C:11]=2[CH:10]=1)[C:2]1[CH:3]=[CH:4][CH:5]=[CH:6][CH:7]=1. Reactant: [CH2:1]([O:8][C:9]1[CH:26]=[CH:25][C:24]2[C@@H:23]3[C@H:14]([C@H:15]4[C@@:19]([CH2:21][CH2:22]3)([CH3:20])[C:18](=[O:27])[CH2:17][C@H:16]4[C:28]#[N:29])[CH2:13][CH2:12][C:11]=2[CH:10]=1)[C:2]1[CH:7]=[CH:6][CH:5]=[CH:4][CH:3]=1.[BH4-].[Na+]. The catalyst class is: 36. (2) Reactant: [F:1][C:2]1[CH:3]=[C:4]([CH:16]=[CH:17][C:18]=1[F:19])[CH2:5][N:6]1[CH2:15][CH2:14][C:9]2(OCC[O:10]2)[CH2:8][CH2:7]1. Product: [F:1][C:2]1[CH:3]=[C:4]([CH:16]=[CH:17][C:18]=1[F:19])[CH2:5][N:6]1[CH2:7][CH2:8][C:9](=[O:10])[CH2:14][CH2:15]1. The catalyst class is: 33. (3) Reactant: [CH3:1][O:2][C:3]1[C:8]([O:9][CH3:10])=[CH:7][CH:6]=[CH:5][C:4]=1/[CH:11]=[CH:12]/[C:13]1[CH:14]=[C:15]([CH:25]=[C:26]([O:28][C@@H:29]([CH3:33])[CH2:30][O:31][CH3:32])[CH:27]=1)[C:16]([NH:18][C:19]1[CH:23]=[CH:22][N:21]([CH3:24])[N:20]=1)=[O:17].[H][H]. Product: [CH3:1][O:2][C:3]1[C:8]([O:9][CH3:10])=[CH:7][CH:6]=[CH:5][C:4]=1[CH2:11][CH2:12][C:13]1[CH:14]=[C:15]([CH:25]=[C:26]([O:28][C@@H:29]([CH3:33])[CH2:30][O:31][CH3:32])[CH:27]=1)[C:16]([NH:18][C:19]1[CH:23]=[CH:22][N:21]([CH3:24])[N:20]=1)=[O:17]. The catalyst class is: 78.